The task is: Predict the reactants needed to synthesize the given product.. This data is from Full USPTO retrosynthesis dataset with 1.9M reactions from patents (1976-2016). (1) The reactants are: [C:1]([C:4]1[CH:5]=[C:6]([S:10](Cl)(=[O:12])=[O:11])[CH:7]=[CH:8][CH:9]=1)(=[O:3])[CH3:2].[NH2:14][C:15]1[CH:16]=[C:17]([OH:24])[C:18](=[CH:22][CH:23]=1)[C:19]([OH:21])=[O:20]. Given the product [C:1]([C:4]1[CH:5]=[C:6]([S:10]([NH:14][C:15]2[CH:23]=[CH:22][C:18]([C:19]([OH:21])=[O:20])=[C:17]([OH:24])[CH:16]=2)(=[O:12])=[O:11])[CH:7]=[CH:8][CH:9]=1)(=[O:3])[CH3:2], predict the reactants needed to synthesize it. (2) Given the product [Cl:30][C:25]1[CH:26]=[CH:27][CH:28]=[CH:29][C:24]=1[NH:23][C:22]([N:19]1[CH2:18][CH2:17][CH:16]([C:13]2[C:12]3[C:7](=[CH:8][CH:9]=[C:10]([F:32])[CH:11]=3)[CH:6]=[C:5]([CH2:4][C:3]([OH:33])=[O:2])[C:14]=2[CH3:15])[CH2:21][CH2:20]1)=[O:31], predict the reactants needed to synthesize it. The reactants are: C[O:2][C:3](=[O:33])[CH2:4][C:5]1[C:14]([CH3:15])=[C:13]([CH:16]2[CH2:21][CH2:20][N:19]([C:22](=[O:31])[NH:23][C:24]3[CH:29]=[CH:28][CH:27]=[CH:26][C:25]=3[Cl:30])[CH2:18][CH2:17]2)[C:12]2[C:7](=[CH:8][CH:9]=[C:10]([F:32])[CH:11]=2)[CH:6]=1.O.[OH-].[Li+]. (3) Given the product [F:22][C:23]1[CH:28]=[CH:27][C:26]([O:19][CH2:16][N:3]2[C:4]3[CH:9]=[CH:8][CH:7]=[CH:6][C:5]=3[N:1]=[C:2]2[C:10]2[C:11]([NH2:15])=[N:12][O:13][N:14]=2)=[CH:25][CH:24]=1, predict the reactants needed to synthesize it. The reactants are: [NH:1]1[C:5]2[CH:6]=[CH:7][CH:8]=[CH:9][C:4]=2[N:3]=[C:2]1[C:10]1[C:11]([NH2:15])=[N:12][O:13][N:14]=1.[C:16](=[O:19])([O-])[O-].[K+].[K+].[F:22][C:23]1[CH:28]=[CH:27][C:26](O)=[CH:25][CH:24]=1.ICI. (4) Given the product [C:1]([C:5]1[CH:15]=[C:8]2[N:9]=[CH:10][C:11]([C:13]#[C:14][C:17]3[CH:18]=[CH:19][C:20]([NH2:23])=[N:21][CH:22]=3)=[CH:12][N:7]2[N:6]=1)([CH3:4])([CH3:3])[CH3:2], predict the reactants needed to synthesize it. The reactants are: [C:1]([C:5]1[CH:15]=[C:8]2[N:9]=[CH:10][C:11]([C:13]#[CH:14])=[CH:12][N:7]2[N:6]=1)([CH3:4])([CH3:3])[CH3:2].I[C:17]1[CH:18]=[CH:19][C:20]([NH2:23])=[N:21][CH:22]=1. (5) Given the product [Cl:1][C:2]1[CH:3]=[CH:4][C:5]2[N:9]=[CH:8][N:7]([C:10]3[S:14][C:13]([C:15]([NH2:29])=[O:17])=[C:12]([O:19][CH2:20][C:21]4[CH:26]=[CH:25][CH:24]=[CH:23][C:22]=4[CH3:27])[CH:11]=3)[C:6]=2[CH:28]=1, predict the reactants needed to synthesize it. The reactants are: [Cl:1][C:2]1[CH:3]=[CH:4][C:5]2[N:9]=[CH:8][N:7]([C:10]3[S:14][C:13]([C:15]([O:17]C)=O)=[C:12]([O:19][CH2:20][C:21]4[CH:26]=[CH:25][CH:24]=[CH:23][C:22]=4[CH3:27])[CH:11]=3)[C:6]=2[CH:28]=1.[NH3:29].